Dataset: Peptide-MHC class I binding affinity with 185,985 pairs from IEDB/IMGT. Task: Regression. Given a peptide amino acid sequence and an MHC pseudo amino acid sequence, predict their binding affinity value. This is MHC class I binding data. (1) The peptide sequence is SVFELSNFA. The MHC is HLA-B27:03 with pseudo-sequence HLA-B27:03. The binding affinity (normalized) is 0.0847. (2) The peptide sequence is VHREWFMDL. The MHC is HLA-A69:01 with pseudo-sequence HLA-A69:01. The binding affinity (normalized) is 0.0847.